From a dataset of CYP2C19 inhibition data for predicting drug metabolism from PubChem BioAssay. Regression/Classification. Given a drug SMILES string, predict its absorption, distribution, metabolism, or excretion properties. Task type varies by dataset: regression for continuous measurements (e.g., permeability, clearance, half-life) or binary classification for categorical outcomes (e.g., BBB penetration, CYP inhibition). Dataset: cyp2c19_veith. (1) The result is 1 (inhibitor). The molecule is CC1=C(O)C(=O)[C@H]2O[C@@H]2C1=O. (2) The drug is C[C@@H]1CN2[C@@H](CC[C@@H](C)[C@H]2c2ccc(Br)cc2)C(=O)O1. The result is 0 (non-inhibitor). (3) The compound is COc1ncc2nc(-c3ccccc3)c(=O)n(CCc3ccccc3)c2n1. The result is 1 (inhibitor). (4) The drug is O.O.O.O.O=C([O-])c1ccccc1-c1c2cc(Br)c(=O)cc-2oc2c([Hg])c([O-])c(Br)cc12.[Na+].[Na+]. The result is 1 (inhibitor). (5) The drug is COc1ccccc1-c1nccc(NCc2cnc(C)cn2)n1. The result is 0 (non-inhibitor). (6) The molecule is CC(C)CN1CC2(CCN(S(=O)(=O)c3ccccc3)CC2)C1. The result is 0 (non-inhibitor). (7) The compound is c1cncc(CNc2ncncc2-c2ccoc2)c1. The result is 1 (inhibitor).